This data is from Full USPTO retrosynthesis dataset with 1.9M reactions from patents (1976-2016). The task is: Predict the reactants needed to synthesize the given product. (1) Given the product [CH2:37]([O:36][C:34](=[O:35])[C:11]1[C:12]([F:15])=[CH:13][CH:14]=[C:9]([N:8]([CH2:1][C:2]2[CH:3]=[CH:4][CH:5]=[CH:6][CH:7]=2)[CH2:17][C:18]2[CH:23]=[CH:22][CH:21]=[CH:20][CH:19]=2)[C:10]=1[F:16])[C:38]1[CH:43]=[CH:42][CH:41]=[CH:40][CH:39]=1, predict the reactants needed to synthesize it. The reactants are: [CH2:1]([N:8]([CH2:17][C:18]1[CH:23]=[CH:22][CH:21]=[CH:20][CH:19]=1)[C:9]1[CH:14]=[CH:13][C:12]([F:15])=[CH:11][C:10]=1[F:16])[C:2]1[CH:7]=[CH:6][CH:5]=[CH:4][CH:3]=1.CC(C)=O.C([Li])CCC.Cl[C:34]([O:36][CH2:37][C:38]1[CH:43]=[CH:42][CH:41]=[CH:40][CH:39]=1)=[O:35]. (2) Given the product [C:21]([O:25][C:26]([N:28]1[C:29]2[CH:30]=[CH:31][CH:32]=[C:33]([C:8]3[O:9][C:10]([N:15]4[CH2:20][CH2:19][O:18][CH2:17][CH2:16]4)=[CH:11][C:12](=[O:14])[CH:13]=3)[C:34]=2[S:35][C:36]2[C:41]1=[CH:40][CH:39]=[CH:38][CH:37]=2)=[O:27])([CH3:24])([CH3:22])[CH3:23], predict the reactants needed to synthesize it. The reactants are: C(=O)([O-])[O-].[K+].[K+].Cl[C:8]1[O:9][C:10]([N:15]2[CH2:20][CH2:19][O:18][CH2:17][CH2:16]2)=[CH:11][C:12](=[O:14])[CH:13]=1.[C:21]([O:25][C:26]([N:28]1[C:41]2[CH:40]=[CH:39][CH:38]=[C:37](B3OC(C)(C)C(C)(C)O3)[C:36]=2[S:35][C:34]2[C:29]1=[CH:30][CH:31]=[CH:32][CH:33]=2)=[O:27])([CH3:24])([CH3:23])[CH3:22]. (3) Given the product [NH2:1][C:2]1[C:3]([C:42]2[CH:41]=[C:40]([NH:39][S:36]([C:33]3[CH:34]=[CH:35][C:30]([OH:29])=[C:31]([CH3:55])[CH:32]=3)(=[O:38])=[O:37])[CH:45]=[CH:44][CH:43]=2)=[C:4]([NH:8][C@H:9]([C:11]2[N:16]([C:17]3[CH:22]=[CH:21][CH:20]=[CH:19][CH:18]=3)[C:15](=[O:23])[C:14]3=[C:24]([CH3:27])[CH:25]=[CH:26][N:13]3[N:12]=2)[CH3:10])[N:5]=[CH:6][N:7]=1, predict the reactants needed to synthesize it. The reactants are: [NH2:1][C:2]1[N:7]=[CH:6][N:5]=[C:4]([NH:8][C@H:9]([C:11]2[N:16]([C:17]3[CH:22]=[CH:21][CH:20]=[CH:19][CH:18]=3)[C:15](=[O:23])[C:14]3=[C:24]([CH3:27])[CH:25]=[CH:26][N:13]3[N:12]=2)[CH3:10])[C:3]=1Br.[OH:29][C:30]1[CH:35]=[CH:34][C:33]([S:36]([NH:39][C:40]2[CH:45]=[CH:44][CH:43]=[C:42](B3OC(C)(C)C(C)(C)O3)[CH:41]=2)(=[O:38])=[O:37])=[CH:32][C:31]=1[CH3:55].C(=O)([O-])[O-].[Cs+].[Cs+]. (4) The reactants are: [CH2:1]([O:3][C:4]([C:6]1[C:15](=[O:16])[C:14]2[C:9](=[C:10]([CH:36]=[O:37])[C:11]([N:18]3[CH2:22][C@H:21]([NH:23][C:24]([O:26][CH2:27][C:28]4[CH:33]=[CH:32][CH:31]=[CH:30][CH:29]=4)=[O:25])[CH2:20][C@H:19]3[CH2:34][OH:35])=[C:12]([F:17])[CH:13]=2)[N:8]([CH:38]2[CH2:40][CH2:39]2)[CH:7]=1)=[O:5])[CH3:2].C(O[BH-](OC(=O)C)OC(=O)C)(=O)C.[Na+]. Given the product [CH2:1]([O:3][C:4]([C:6]1[C:15](=[O:16])[C:14]2[C:9](=[C:10]([CH2:36][OH:37])[C:11]([N:18]3[CH2:22][C@H:21]([NH:23][C:24]([O:26][CH2:27][C:28]4[CH:33]=[CH:32][CH:31]=[CH:30][CH:29]=4)=[O:25])[CH2:20][C@H:19]3[CH2:34][OH:35])=[C:12]([F:17])[CH:13]=2)[N:8]([CH:38]2[CH2:39][CH2:40]2)[CH:7]=1)=[O:5])[CH3:2], predict the reactants needed to synthesize it. (5) Given the product [CH:28]([N:23]1[CH:24]=[C:25]([CH3:27])[N:26]=[C:22]1[C:17]1[N:18]=[C:19]2[C:20]3[CH:21]=[C:8]([CH:6]([N:31]4[CH2:36][CH2:35][CH:34]([C:37]([OH:40])([CH3:39])[CH3:38])[CH2:33][CH2:32]4)[CH3:7])[CH:9]=[CH:10][C:11]=3[O:12][CH2:13][CH2:14][N:15]2[CH:16]=1)([CH3:29])[CH3:30], predict the reactants needed to synthesize it. The reactants are: CS(O[CH:6]([C:8]1[CH:21]=[C:20]2[C:11]([O:12][CH2:13][CH2:14][N:15]3[C:19]2=[N:18][C:17]([C:22]2[N:23]([CH:28]([CH3:30])[CH3:29])[CH:24]=[C:25]([CH3:27])[N:26]=2)=[CH:16]3)=[CH:10][CH:9]=1)[CH3:7])(=O)=O.[NH:31]1[CH2:36][CH2:35][CH:34]([C:37]([OH:40])([CH3:39])[CH3:38])[CH2:33][CH2:32]1. (6) Given the product [C:22]([O-:35])(=[O:34])[CH2:23][CH2:24][CH2:25][CH2:26][CH2:27][CH2:28][CH2:29][CH2:30][CH2:31][CH2:32][CH3:33].[CH2:4]([NH+:5]1[CH2:6][CH2:7][CH2:8][CH2:9][CH:10]1[C:11](=[O:12])[NH:13][C:14]1[C:19]([CH3:20])=[CH:18][CH:17]=[CH:16][C:15]=1[CH3:21])[CH2:3][CH2:2][CH3:1], predict the reactants needed to synthesize it. The reactants are: [CH3:1][CH2:2][CH2:3][CH2:4][N:5]1[CH:10]([C:11]([NH:13][C:14]2[C:15]([CH3:21])=[CH:16][CH:17]=[CH:18][C:19]=2[CH3:20])=[O:12])[CH2:9][CH2:8][CH2:7][CH2:6]1.[C:22]([OH:35])(=[O:34])[CH2:23][CH2:24][CH2:25][CH2:26][CH2:27][CH2:28][CH2:29][CH2:30][CH2:31][CH2:32][CH3:33].